This data is from Forward reaction prediction with 1.9M reactions from USPTO patents (1976-2016). The task is: Predict the product of the given reaction. (1) Given the reactants FC(F)(F)C(O)=O.COC1C=CC(C[O:15][C:16]2[N:21]=[C:20]([C:22]3[CH:35]=[CH:34][CH:33]=[C:32]4[C:23]=3[S:24][C:25]3[CH:26]=[CH:27][C:28]([NH:36][CH:37]([C:46]5[CH:51]=[N:50][C:49]([CH3:52])=[CH:48][N:47]=5)[CH2:38][CH2:39][N:40]5[CH2:45][CH2:44][O:43][CH2:42][CH2:41]5)=[CH:29][C:30]=3[S:31]4)[CH:19]=[C:18]([N:53]3[CH2:58][CH2:57][O:56][CH2:55][CH2:54]3)[CH:17]=2)=CC=1, predict the reaction product. The product is: [CH3:52][C:49]1[N:50]=[CH:51][C:46]([CH:37]([NH:36][C:28]2[CH:29]=[C:30]3[C:25](=[CH:26][CH:27]=2)[S:24][C:23]2[C:22]([C:20]4[NH:21][C:16](=[O:15])[CH:17]=[C:18]([N:53]5[CH2:54][CH2:55][O:56][CH2:57][CH2:58]5)[CH:19]=4)=[CH:35][CH:34]=[CH:33][C:32]=2[S:31]3)[CH2:38][CH2:39][N:40]2[CH2:41][CH2:42][O:43][CH2:44][CH2:45]2)=[N:47][CH:48]=1. (2) Given the reactants [C:1]([C:3]1[C:12]2[C:7](=[CH:8][CH:9]=[CH:10][CH:11]=2)[C:6]([F:13])=[CH:5][CH:4]=1)#N.[CH2:14]([Mg]Cl)[CH3:15].CC[O:20]CC, predict the reaction product. The product is: [F:13][C:6]1[C:7]2[C:12](=[CH:11][CH:10]=[CH:9][CH:8]=2)[C:3]([C:1](=[O:20])[CH2:14][CH3:15])=[CH:4][CH:5]=1. (3) Given the reactants CN(C)C=O.[CH3:6][C:7]1[C:15]([CH3:16])=[C:14]([O:17][CH3:18])[CH:13]=[C:12]2[C:8]=1[CH:9]=[C:10]([C:19]([OH:21])=[O:20])[NH:11]2.N12CCCN=C1CCCCC2.[CH2:33](Br)[C:34]1[CH:39]=[CH:38][CH:37]=[CH:36][CH:35]=1, predict the reaction product. The product is: [CH3:6][C:7]1[C:15]([CH3:16])=[C:14]([O:17][CH3:18])[CH:13]=[C:12]2[C:8]=1[CH:9]=[C:10]([C:19]([O:21][CH2:33][C:34]1[CH:39]=[CH:38][CH:37]=[CH:36][CH:35]=1)=[O:20])[NH:11]2. (4) Given the reactants S(=O)(=O)(O)O.C[C:7]1[C:15]([OH:16])=[C:14]([I:17])[CH:13]=[CH:12][C:8]=1[C:9]([OH:11])=[O:10].[CH3:18]O, predict the reaction product. The product is: [OH:16][C:15]1[CH:7]=[C:8]([CH:12]=[CH:13][C:14]=1[I:17])[C:9]([O:11][CH3:18])=[O:10]. (5) The product is: [CH2:19]([O:21][C:22]([CH3:30])([CH3:31])[C:23]([C:25]1[S:26][C:27]([C:2]2[CH:7]=[CH:6][N:5]=[C:4]([NH:8][CH:9]3[CH2:14][C:13]([CH3:16])([CH3:15])[NH:12][C:11]([CH3:18])([CH3:17])[CH2:10]3)[N:3]=2)=[CH:28][CH:29]=1)=[O:24])[CH3:20]. Given the reactants Cl[C:2]1[CH:7]=[CH:6][N:5]=[C:4]([NH:8][CH:9]2[CH2:14][C:13]([CH3:16])([CH3:15])[NH:12][C:11]([CH3:18])([CH3:17])[CH2:10]2)[N:3]=1.[CH2:19]([O:21][C:22]([CH3:31])([CH3:30])[C:23]([C:25]1[S:26][CH:27]=[CH:28][CH:29]=1)=[O:24])[CH3:20], predict the reaction product. (6) Given the reactants N#N.[CH2:3]([O:5][C:6](=[O:10])[C:7]([NH2:9])=[S:8])[CH3:4].[Cl:11][CH2:12][C:13]([CH2:15]Cl)=O.CC(=O)OCC, predict the reaction product. The product is: [CH2:3]([O:5][C:6]([C:7]1[S:8][CH:15]=[C:13]([CH2:12][Cl:11])[N:9]=1)=[O:10])[CH3:4]. (7) Given the reactants [C:1]([C:5]1[CH:42]=[CH:41][C:8]([O:9][CH:10]([CH2:16][C:17]2[CH:22]=[CH:21][C:20]([O:23][CH2:24][CH2:25][NH:26][C:27](=[O:40])[C:28]3[CH:33]=[CH:32][C:31]([C:34]4[CH:39]=[CH:38][CH:37]=[CH:36][N:35]=4)=[CH:30][CH:29]=3)=[CH:19][CH:18]=2)[C:11]([O:13]CC)=[O:12])=[CH:7][CH:6]=1)([CH3:4])([CH3:3])[CH3:2].[OH-].[Na+], predict the reaction product. The product is: [C:1]([C:5]1[CH:6]=[CH:7][C:8]([O:9][CH:10]([CH2:16][C:17]2[CH:22]=[CH:21][C:20]([O:23][CH2:24][CH2:25][NH:26][C:27](=[O:40])[C:28]3[CH:29]=[CH:30][C:31]([C:34]4[CH:39]=[CH:38][CH:37]=[CH:36][N:35]=4)=[CH:32][CH:33]=3)=[CH:19][CH:18]=2)[C:11]([OH:13])=[O:12])=[CH:41][CH:42]=1)([CH3:4])([CH3:2])[CH3:3].